Dataset: Full USPTO retrosynthesis dataset with 1.9M reactions from patents (1976-2016). Task: Predict the reactants needed to synthesize the given product. (1) Given the product [O:1]=[C:6]([NH:60][C:59]1[NH:55][N:56]=[CH:57][CH:58]=1)[C:7]([C@@H:9]([NH:14][C:15](=[O:35])[O:16][C@H:17]([CH2:22][C:23]1[O:24][C:25]([C:28]2[CH:29]=[CH:30][C:31]([F:34])=[CH:32][CH:33]=2)=[N:26][N:27]=1)[C:18]([CH3:20])([CH3:19])[CH3:21])[CH2:10][CH2:11][CH2:12][CH3:13])=[O:8], predict the reactants needed to synthesize it. The reactants are: [O:1]=[O+][O-].C([C:6](=P(C1C=CC=CC=1)(C1C=CC=CC=1)C1C=CC=CC=1)[C:7]([C@@H:9]([NH:14][C:15](=[O:35])[O:16][C@@H:17]([CH2:22][C:23]1[O:24][C:25]([C:28]2[CH:33]=[CH:32][C:31]([F:34])=[CH:30][CH:29]=2)=[N:26][N:27]=1)[C:18]([CH3:21])([CH3:20])[CH3:19])[CH2:10][CH2:11][CH2:12][CH3:13])=[O:8])#N.[NH:55]1[C:59]([NH2:60])=[CH:58][CH:57]=[N:56]1. (2) Given the product [Cl:11][C:12]1[CH:19]=[CH:18][C:15]([CH:16]=[O:17])=[C:14]([O:20][CH2:21][CH3:22])[CH:13]=1, predict the reactants needed to synthesize it. The reactants are: C(Cl)(=O)C(Cl)=O.CS(C)=O.[Cl:11][C:12]1[CH:19]=[CH:18][C:15]([CH2:16][OH:17])=[C:14]([O:20][CH2:21][CH3:22])[CH:13]=1.C(N(CC)CC)C. (3) The reactants are: [CH3:1][O:2][C:3]1[CH:4]=[C:5]([N:11]2[CH2:16][CH2:15][N:14]([C:17]([C:19]3[CH:23]=[CH:22][NH:21][C:20]=3[C:24]3[CH:29]=[CH:28][CH:27]=[CH:26][CH:25]=3)=[O:18])[CH2:13][CH2:12]2)[CH:6]=[C:7]([O:9][CH3:10])[CH:8]=1.[H-].[Na+].[CH3:32]I. Given the product [CH3:1][O:2][C:3]1[CH:4]=[C:5]([N:11]2[CH2:16][CH2:15][N:14]([C:17]([C:19]3[CH:23]=[CH:22][N:21]([CH3:32])[C:20]=3[C:24]3[CH:29]=[CH:28][CH:27]=[CH:26][CH:25]=3)=[O:18])[CH2:13][CH2:12]2)[CH:6]=[C:7]([O:9][CH3:10])[CH:8]=1, predict the reactants needed to synthesize it.